From a dataset of Forward reaction prediction with 1.9M reactions from USPTO patents (1976-2016). Predict the product of the given reaction. (1) Given the reactants [Cl:1][C:2]1[CH:3]=[C:4]([C:19]2[CH:23]=[C:22]([C:24]([O:26]C)=[O:25])[NH:21][N:20]=2)[CH:5]=[C:6]([Cl:18])[C:7]=1[O:8][CH2:9][C:10]1[CH:15]=[CH:14][C:13]([O:16][CH3:17])=[CH:12][CH:11]=1.[OH-].[Na+], predict the reaction product. The product is: [Cl:1][C:2]1[CH:3]=[C:4]([C:19]2[CH:23]=[C:22]([C:24]([OH:26])=[O:25])[NH:21][N:20]=2)[CH:5]=[C:6]([Cl:18])[C:7]=1[O:8][CH2:9][C:10]1[CH:15]=[CH:14][C:13]([O:16][CH3:17])=[CH:12][CH:11]=1. (2) Given the reactants [Br:1][C:2]1[C:3]([NH:9][NH2:10])=[N:4][CH:5]=[C:6]([Br:8])[CH:7]=1.[C:11](OC(=O)C)(=[O:13])[CH3:12], predict the reaction product. The product is: [Br:1][C:2]1[C:3]([NH:9][NH:10][C:11](=[O:13])[CH3:12])=[N:4][CH:5]=[C:6]([Br:8])[CH:7]=1. (3) Given the reactants [CH:1]1[CH:6]=[C:5]2[NH:7]C([NH:10][C:11]3=[CH:12][CH:13]=[CH:14][C:3](=[C:4]23)[CH:2]=1)=O.[CH3:15][C:16]([CH3:18])=O, predict the reaction product. The product is: [CH3:15][C:16]1([CH3:18])[NH:10][C:11]2[C:4]3[C:3]([CH:14]=[CH:13][CH:12]=2)=[CH:2][CH:1]=[CH:6][C:5]=3[NH:7]1. (4) Given the reactants CS(C)=O.C(Cl)(=O)C(Cl)=O.[CH3:11][O:12][C:13]1[CH:28]=[CH:27][C:16]([CH2:17][N:18]2[C@H:23]([CH3:24])[CH2:22][CH2:21][C@@H:20]([CH2:25][OH:26])[CH2:19]2)=[CH:15][CH:14]=1.C(N(CC)CC)C, predict the reaction product. The product is: [CH3:11][O:12][C:13]1[CH:28]=[CH:27][C:16]([CH2:17][N:18]2[C@H:23]([CH3:24])[CH2:22][CH2:21][C@@H:20]([CH:25]=[O:26])[CH2:19]2)=[CH:15][CH:14]=1.